This data is from Catalyst prediction with 721,799 reactions and 888 catalyst types from USPTO. The task is: Predict which catalyst facilitates the given reaction. (1) Reactant: C(OC([N:8]1[CH2:13][CH2:12][CH:11]([OH:14])[CH:10]([N:15]2[C:19](=[O:20])[C:18](=[CH:21][C:22]3[CH:23]=[C:24]4[C:28](=[CH:29][CH:30]=3)[N:27]([CH2:31][C:32]3[CH:37]=[CH:36][C:35]([Cl:38])=[CH:34][C:33]=3[C:39]([F:42])([F:41])[F:40])[N:26]=[CH:25]4)[S:17][C:16]2=[O:43])[CH2:9]1)=O)(C)(C)C.CC(OI1(OC(C)=O)(OC(C)=O)OC(=O)C2C=CC=CC1=2)=O.C(O)(C(F)(F)F)=O.C(Cl)Cl. Product: [Cl:38][C:35]1[CH:36]=[CH:37][C:32]([CH2:31][N:27]2[C:28]3[C:24](=[CH:23][C:22](/[CH:21]=[C:18]4/[C:19](=[O:20])[N:15]([CH:10]5[C:11](=[O:14])[CH2:12][CH2:13][NH:8][CH2:9]5)[C:16](=[O:43])[S:17]/4)=[CH:30][CH:29]=3)[CH:25]=[N:26]2)=[C:33]([C:39]([F:41])([F:42])[F:40])[CH:34]=1. The catalyst class is: 2. (2) Reactant: O.[OH-].[Li+].C[O:5][C:6]([C:8]1[C:16]2[C:11](=[CH:12][CH:13]=[CH:14][CH:15]=2)[N:10]([C:17]2[C:26]3[C:21](=[CH:22][C:23]([O:27][CH3:28])=[CH:24][CH:25]=3)[N:20]=[CH:19][CH:18]=2)[CH:9]=1)=[O:7]. Product: [C:6]([C:8]1[C:16]2[C:11](=[CH:12][CH:13]=[CH:14][CH:15]=2)[N:10]([C:17]2[C:26]3[C:21](=[CH:22][C:23]([O:27][CH3:28])=[CH:24][CH:25]=3)[N:20]=[CH:19][CH:18]=2)[CH:9]=1)([OH:7])=[O:5]. The catalyst class is: 30. (3) Reactant: [F:1][C:2]1[CH:7]=[CH:6][C:5]([N:8]2[C:11](=[O:12])[C@H:10]([S:13][CH2:14][C:15]([C:17]3[CH:22]=[CH:21][C:20]([F:23])=[CH:19][CH:18]=3)=[O:16])[C@H:9]2[C:24]2[CH:50]=[CH:49][C:27]([O:28][CH2:29][C:30]([NH:32][CH2:33][C:34]([NH:36][C@H:37]([C:45]([O:47]C)=[O:46])[CH2:38][C:39]3[CH:44]=[CH:43][CH:42]=[CH:41][CH:40]=3)=[O:35])=[O:31])=[CH:26][CH:25]=2)=[CH:4][CH:3]=1.CCN(CC)CC. Product: [F:1][C:2]1[CH:3]=[CH:4][C:5]([N:8]2[C:11](=[O:12])[C@H:10]([S:13][CH2:14][C:15]([C:17]3[CH:22]=[CH:21][C:20]([F:23])=[CH:19][CH:18]=3)=[O:16])[C@H:9]2[C:24]2[CH:25]=[CH:26][C:27]([O:28][CH2:29][C:30]([NH:32][CH2:33][C:34]([NH:36][C@H:37]([C:45]([OH:47])=[O:46])[CH2:38][C:39]3[CH:44]=[CH:43][CH:42]=[CH:41][CH:40]=3)=[O:35])=[O:31])=[CH:49][CH:50]=2)=[CH:6][CH:7]=1. The catalyst class is: 24. (4) Reactant: [Li]C(C)(C)C.C(O[C:11](=O)[NH:12][C:13]1[CH:18]=[CH:17][N:16]=[CH:15][C:14]=1[CH3:19])(C)(C)C.CN(CCN(C)C)C.[F:29][C:30]1[CH:41]=[CH:40][CH:39]=[C:38]([F:42])[C:31]=1C(N(OC)C)=O.Cl.C([O-])(O)=O.[Na+]. Product: [F:29][C:30]1[CH:41]=[CH:40][CH:39]=[C:38]([F:42])[C:31]=1[C:11]1[NH:12][C:13]2[CH:18]=[CH:17][N:16]=[CH:15][C:14]=2[CH:19]=1. The catalyst class is: 1. (5) Reactant: [CH3:1][C:2]1[CH:7]=[CH:6][N:5]=[CH:4][C:3]=1[N:8]1[CH2:12][CH2:11][NH:10][C:9]1=[O:13].Br[C:15]1[CH:23]=[CH:22][C:18]2[S:19][CH:20]=[CH:21][C:17]=2[CH:16]=1.N[C@@H]1CCCC[C@H]1N.P([O-])([O-])([O-])=O.[K+].[K+].[K+]. Product: [S:19]1[CH:20]=[CH:21][C:17]2[CH:16]=[C:15]([N:10]3[CH:11]=[CH:12][N:8]([C:3]4[CH:4]=[N:5][CH:6]=[CH:7][C:2]=4[CH3:1])[C:9]3=[O:13])[CH:23]=[CH:22][C:18]1=2. The catalyst class is: 246. (6) Reactant: [CH3:1][C:2]([N:5]1[CH:9]=[C:8]([C:10]2[CH:19]=[C:18]3[C:13]([CH:14]=[CH:15][CH:16]=[N:17]3)=[C:12]([NH:20][CH2:21][C@:22]3([F:35])[CH2:27][CH2:26][CH2:25][N:24](C(OC(C)(C)C)=O)[CH2:23]3)[N:11]=2)[CH:7]=[N:6]1)([CH3:4])[CH3:3].C(O)(C(F)(F)F)=O. Product: [CH3:4][C:2]([N:5]1[CH:9]=[C:8]([C:10]2[N:11]=[C:12]([NH:20][CH2:21][C@:22]3([F:35])[CH2:27][CH2:26][CH2:25][NH:24][CH2:23]3)[C:13]3[CH:14]=[CH:15][CH:16]=[N:17][C:18]=3[CH:19]=2)[CH:7]=[N:6]1)([CH3:1])[CH3:3]. The catalyst class is: 61.